Predict the reactants needed to synthesize the given product. From a dataset of Full USPTO retrosynthesis dataset with 1.9M reactions from patents (1976-2016). (1) Given the product [CH2:18]([O:17][C:15](=[O:16])[NH:14][CH:10]([N:1]1[C:5]2[CH:6]=[CH:7][CH:8]=[CH:9][C:4]=2[N:3]=[N:2]1)[C:11](=[O:12])[NH:31][C:32]1[CH:37]=[CH:36][CH:35]=[CH:34][C:33]=1[C:38](=[O:47])[CH2:39][CH2:40][C:41]1[CH:42]=[CH:43][CH:44]=[CH:45][CH:46]=1)[C:19]1[CH:20]=[CH:21][CH:22]=[CH:23][CH:24]=1, predict the reactants needed to synthesize it. The reactants are: [N:1]1([CH:10]([NH:14][C:15]([O:17][CH2:18][C:19]2[CH:24]=[CH:23][CH:22]=[CH:21][CH:20]=2)=[O:16])[C:11](O)=[O:12])[C:5]2[CH:6]=[CH:7][CH:8]=[CH:9][C:4]=2[N:3]=[N:2]1.C(Cl)(=O)C(Cl)=O.[NH2:31][C:32]1[CH:37]=[CH:36][CH:35]=[CH:34][C:33]=1[C:38](=[O:47])[CH2:39][CH2:40][C:41]1[CH:46]=[CH:45][CH:44]=[CH:43][CH:42]=1.CN1CCOCC1. (2) Given the product [I-:2].[CH3:1][NH+:12]1[C:13]2[CH:14]=[C:15]3[C:7](=[CH:8][C:9]=2[N:10]([C:16]2[CH:21]=[CH:20][CH:19]=[CH:18][CH:17]=2)[CH2:11]1)[C:6]([CH3:23])([CH3:22])[C:5]([CH3:25])([CH3:24])[C:4]3([CH3:26])[CH3:3], predict the reactants needed to synthesize it. The reactants are: [CH3:1][I:2].[CH3:3][C:4]1([CH3:26])[C:15]2[C:7](=[CH:8][C:9]3[N:10]([C:16]4[CH:21]=[CH:20][CH:19]=[CH:18][CH:17]=4)[CH:11]=[N:12][C:13]=3[CH:14]=2)[C:6]([CH3:23])([CH3:22])[C:5]1([CH3:25])[CH3:24]. (3) Given the product [CH2:13]([N:5]1[CH:4]=[N:3][C:2]([Br:1])=[N:6]1)[C:14]1[CH:19]=[CH:18][CH:17]=[CH:16][CH:15]=1, predict the reactants needed to synthesize it. The reactants are: [Br:1][C:2]1[NH:6][N:5]=[CH:4][N:3]=1.C[O-].[Na+].CO.Br[CH2:13][C:14]1[CH:19]=[CH:18][CH:17]=[CH:16][CH:15]=1. (4) Given the product [NH2:1][C:2]1[CH:7]=[CH:6][C:5]([C:8]([N:10]2[CH2:11][CH2:12][N:13]([CH2:18][C:19]3[CH:20]=[C:21]([CH:32]=[CH:33][CH:34]=3)[C:22]([NH:24][C:25]([C:30]#[N:31])([CH:27]3[CH2:29][CH2:28]3)[CH3:26])=[O:23])[CH2:14][CH2:15]2)=[O:9])=[CH:4][C:3]=1[F:16], predict the reactants needed to synthesize it. The reactants are: [NH2:1][C:2]1[CH:7]=[CH:6][C:5]([C:8]([N:10]2[CH2:15][CH2:14][NH:13][CH2:12][CH2:11]2)=[O:9])=[CH:4][C:3]=1[F:16].Cl[CH2:18][C:19]1[CH:20]=[C:21]([CH:32]=[CH:33][CH:34]=1)[C:22]([NH:24][C:25]([C:30]#[N:31])([CH:27]1[CH2:29][CH2:28]1)[CH3:26])=[O:23].[I-].[Na+].C(=O)([O-])[O-].[K+].[K+].